From a dataset of Retrosynthesis with 50K atom-mapped reactions and 10 reaction types from USPTO. Predict the reactants needed to synthesize the given product. (1) The reactants are: CCOC(=O)C1CCN(c2ncccc2-c2ccc(Cl)c(C(=O)NCC34CC5CC(CC(C5)C3)C4)c2)CC1. Given the product O=C(NCC12CC3CC(CC(C3)C1)C2)c1cc(-c2cccnc2N2CCC(C(=O)O)CC2)ccc1Cl, predict the reactants needed to synthesize it. (2) Given the product O=c1c2c(F)cc(C3CC3)cc2ccn1-c1cccc(Cl)c1CO, predict the reactants needed to synthesize it. The reactants are: O=Cc1c(Cl)cccc1-n1ccc2cc(C3CC3)cc(F)c2c1=O.